Dataset: Reaction yield outcomes from USPTO patents with 853,638 reactions. Task: Predict the reaction yield, written as a fraction of the theoretical maximum amount of product (1.0 means a 100% yield; for example, 0.34 means a 34% yield). (1) The reactants are C([O:3][C:4]([C:6]1[C:11]([NH:12][C:13]2[CH:18]=[CH:17][C:16]([CH2:19][CH3:20])=[CH:15][C:14]=2[F:21])=[CH:10][C:9](=[O:22])[N:8]([CH3:23])[CH:7]=1)=[O:5])C.[OH-].[Na+]. The catalyst is CCO. The product is [CH2:19]([C:16]1[CH:17]=[CH:18][C:13]([NH:12][C:11]2[C:6]([C:4]([OH:5])=[O:3])=[CH:7][N:8]([CH3:23])[C:9](=[O:22])[CH:10]=2)=[C:14]([F:21])[CH:15]=1)[CH3:20]. The yield is 0.980. (2) The reactants are [Cl:1][C:2]1[C:3]([NH:25][C@@H:26]2[C@@H:31]3[CH2:32][C@@H:28]([CH:29]=[CH:30]3)[C@@H:27]2[C:33]([NH2:35])=[O:34])=[N:4][C:5]([NH:8][C:9]2[CH:22]=[CH:21][C:12]3[N:13]([CH2:19][CH3:20])[C:14](=[O:18])[CH2:15][CH2:16][CH2:17][C:11]=3[C:10]=2[O:23][CH3:24])=[N:6][CH:7]=1.[OH2:36].C[N+]1([O-])CCOCC1.[OH2:45]. The catalyst is CC(C)=O.C(Cl)Cl.[Os](=O)(=O)(=O)=O. The product is [Cl:1][C:2]1[C:3]([NH:25][C@@H:26]2[C@@H:31]3[CH2:32][C@@H:28]([C@@H:29]([OH:45])[C@H:30]3[OH:36])[C@@H:27]2[C:33]([NH2:35])=[O:34])=[N:4][C:5]([NH:8][C:9]2[CH:22]=[CH:21][C:12]3[N:13]([CH2:19][CH3:20])[C:14](=[O:18])[CH2:15][CH2:16][CH2:17][C:11]=3[C:10]=2[O:23][CH3:24])=[N:6][CH:7]=1. The yield is 0.670. (3) The reactants are CS(C)=O.[CH3:5][C:6]1[CH:7]=[C:8]([OH:20])[C:9]([C:13]2[CH:18]=[CH:17][C:16]([CH3:19])=[CH:15][N:14]=2)=[N:10][C:11]=1[CH3:12].Cl[C:22]1[C:31]2[C:26](=[CH:27][CH:28]=[CH:29][CH:30]=2)[N:25]=[CH:24][CH:23]=1.C(=O)([O-])[O-].[Cs+].[Cs+]. The catalyst is O. The product is [CH3:5][C:6]1[CH:7]=[C:8]([O:20][C:22]2[C:31]3[C:26](=[CH:27][CH:28]=[CH:29][CH:30]=3)[N:25]=[CH:24][CH:23]=2)[C:9]([C:13]2[CH:18]=[CH:17][C:16]([CH3:19])=[CH:15][N:14]=2)=[N:10][C:11]=1[CH3:12]. The yield is 0.720. (4) The reactants are [C:1]([C:3]1[CH:8]=[CH:7][C:6](B(O)O)=[CH:5][CH:4]=1)#[N:2].[C:12]([O:16][C:17](=[O:26])[NH:18][C:19]1[CH:24]=[CH:23][CH:22]=[C:21](Br)[N:20]=1)([CH3:15])([CH3:14])[CH3:13].C([O-])([O-])=O.[K+].[K+]. The catalyst is CN(C=O)C.O.C1C=CC([P]([Pd]([P](C2C=CC=CC=2)(C2C=CC=CC=2)C2C=CC=CC=2)([P](C2C=CC=CC=2)(C2C=CC=CC=2)C2C=CC=CC=2)[P](C2C=CC=CC=2)(C2C=CC=CC=2)C2C=CC=CC=2)(C2C=CC=CC=2)C2C=CC=CC=2)=CC=1. The product is [C:12]([O:16][C:17](=[O:26])[NH:18][C:19]1[CH:24]=[CH:23][CH:22]=[C:21]([C:6]2[CH:7]=[CH:8][C:3]([C:1]#[N:2])=[CH:4][CH:5]=2)[N:20]=1)([CH3:15])([CH3:14])[CH3:13]. The yield is 0.600. (5) The product is [Cl:1][C:2]1[CH:7]=[CH:6][CH:5]=[CH:4][C:3]=1[C:8]1[C:9]([C:16]2[CH:21]=[CH:20][C:19]([Cl:22])=[CH:18][CH:17]=2)=[CH:10][C:11]2[N:12]([C:36](=[O:39])[NH:15][N:14]=2)[CH:13]=1. No catalyst specified. The reactants are [Cl:1][C:2]1[CH:7]=[CH:6][CH:5]=[CH:4][C:3]=1[C:8]1[C:9]([C:16]2[CH:21]=[CH:20][C:19]([Cl:22])=[CH:18][CH:17]=2)=[CH:10][C:11]([NH:14][NH2:15])=[N:12][CH:13]=1.ClC1C=CC=CC=1C1C(C2C=CC(Cl)=CC=2)=CC2N([C:36](=[O:39])NN=2)N=1. The yield is 0.880. (6) The reactants are [F:1][C:2]([F:10])([F:9])[CH:3]([OH:8])[C:4]([F:7])([F:6])[F:5].Cl[C:12](Cl)([O:14]C(=O)OC(Cl)(Cl)Cl)Cl.C(N(CC)C(C)C)(C)C.[Cl:32][C:33]1[C:34]([CH2:45][N:46]2[CH2:51][CH2:50][NH:49][CH2:48][CH2:47]2)=[C:35]([N:39]2[CH2:44][CH2:43][O:42][CH2:41][CH2:40]2)[CH:36]=[CH:37][CH:38]=1. The catalyst is O.ClCCl. The product is [Cl:32][C:33]1[CH:38]=[CH:37][CH:36]=[C:35]([N:39]2[CH2:44][CH2:43][O:42][CH2:41][CH2:40]2)[C:34]=1[CH2:45][N:46]1[CH2:51][CH2:50][N:49]([C:12]([O:8][CH:3]([C:4]([F:7])([F:6])[F:5])[C:2]([F:10])([F:9])[F:1])=[O:14])[CH2:48][CH2:47]1. The yield is 0.550.